Dataset: Forward reaction prediction with 1.9M reactions from USPTO patents (1976-2016). Task: Predict the product of the given reaction. (1) Given the reactants [N:1]1[N:5]2[C:6]3[CH2:13][CH2:12][N:11]([C:14]4[CH:15]=[C:16]([CH:21]=[CH:22][CH:23]=4)[C:17]([O:19]C)=[O:18])[CH2:10][C:7]=3[CH:8]=[N:9][C:4]2=[CH:3][CH:2]=1.O1CCCC1.[OH-].[Na+].Cl, predict the reaction product. The product is: [N:1]1[N:5]2[C:6]3[CH2:13][CH2:12][N:11]([C:14]4[CH:15]=[C:16]([CH:21]=[CH:22][CH:23]=4)[C:17]([OH:19])=[O:18])[CH2:10][C:7]=3[CH:8]=[N:9][C:4]2=[CH:3][CH:2]=1. (2) Given the reactants [CH3:1][N:2]([CH2:13][CH2:14][C:15]1[O:16][C:17]([C:26]2[CH:31]=[CH:30][C:29]([S:32]([NH2:35])(=[O:34])=[O:33])=[CH:28][CH:27]=2)=[C:18]([C:20]2[CH:25]=[CH:24][CH:23]=[CH:22][CH:21]=2)[N:19]=1)C(OCC1C=CC=CC=1)=O.C(O)(=O)C, predict the reaction product. The product is: [CH3:1][NH:2][CH2:13][CH2:14][C:15]1[O:16][C:17]([C:26]2[CH:27]=[CH:28][C:29]([S:32]([NH2:35])(=[O:33])=[O:34])=[CH:30][CH:31]=2)=[C:18]([C:20]2[CH:21]=[CH:22][CH:23]=[CH:24][CH:25]=2)[N:19]=1. (3) Given the reactants C([C@@H]1CCCC[C@@H]1NC(=O)OC(C)(C)C)=O.NCCO.[ClH:21].Cl.[NH2:23][C@H:24]1[CH2:29][CH2:28][CH2:27][CH2:26][C@H:25]1[CH2:30][NH:31][CH2:32][CH2:33][OH:34], predict the reaction product. The product is: [ClH:21].[NH2:23][C@H:24]1[CH2:29][CH2:28][CH2:27][CH2:26][C@H:25]1[CH2:30][NH:31][CH2:32][CH2:33][OH:34]. (4) Given the reactants C(OC([N:8]1[CH2:13][CH2:12][N:11]([C:14](=[O:39])[C:15]2[CH:20]=[CH:19][C:18]([C:21]3[CH:22]=[C:23]4[C:29]([C:30]5[CH:35]=[CH:34][C:33]([C:36](=[O:38])[NH2:37])=[CH:32][CH:31]=5)=[CH:28][NH:27][C:24]4=[N:25][CH:26]=3)=[CH:17][CH:16]=2)[CH2:10][CH2:9]1)=O)(C)(C)C.[ClH:40], predict the reaction product. The product is: [ClH:40].[N:11]1([C:14]([C:15]2[CH:20]=[CH:19][C:18]([C:21]3[CH:22]=[C:23]4[C:29]([C:30]5[CH:31]=[CH:32][C:33]([C:36]([NH2:37])=[O:38])=[CH:34][CH:35]=5)=[CH:28][NH:27][C:24]4=[N:25][CH:26]=3)=[CH:17][CH:16]=2)=[O:39])[CH2:10][CH2:9][NH:8][CH2:13][CH2:12]1. (5) The product is: [F:1][C:2]1[CH:3]=[C:4]([OH:26])[C:5]2[CH:6]=[CH:7][N:8]([C:11]3[CH:16]=[CH:15][C:14]([OH:17])=[C:13]([F:25])[CH:12]=3)[C:9]=2[CH:10]=1. Given the reactants [F:1][C:2]1[CH:3]=[C:4]([OH:26])[C:5]2[CH:6]=[CH:7][N:8]([C:11]3[CH:16]=[CH:15][C:14]([O:17]CC4C=CC=CC=4)=[C:13]([F:25])[CH:12]=3)[C:9]=2[CH:10]=1, predict the reaction product.